This data is from Catalyst prediction with 721,799 reactions and 888 catalyst types from USPTO. The task is: Predict which catalyst facilitates the given reaction. (1) Reactant: [CH3:1][O:2][C:3](=[O:15])[C:4]1[CH:9]=[CH:8][C:7]([OH:10])=[C:6]([C:11]([CH3:14])([CH3:13])[CH3:12])[CH:5]=1.Br[CH2:17][CH:18]=[C:19]([CH3:21])[CH3:20].C([O-])([O-])=O.[Cs+].[Cs+]. Product: [CH3:1][O:2][C:3](=[O:15])[C:4]1[CH:9]=[CH:8][C:7]([O:10][CH2:17][CH:18]=[C:19]([CH3:21])[CH3:20])=[C:6]([C:11]([CH3:12])([CH3:14])[CH3:13])[CH:5]=1. The catalyst class is: 3. (2) Reactant: [CH2:1]([O:8][C:9]([NH:11][C@H:12]([P:16](=[O:19])([OH:18])[OH:17])[CH:13]([CH3:15])[CH3:14])=[O:10])[C:2]1[CH:7]=[CH:6][CH:5]=[CH:4][CH:3]=1.S(Cl)(Cl)=O.[CH3:24][O:25][C:26](=[O:43])[CH:27](O)[C:28]1[CH:33]=[CH:32][CH:31]=[C:30]([NH:34][C:35]([O:37][C:38]([CH3:41])([CH3:40])[CH3:39])=[O:36])[CH:29]=1.C([O-])(O)=O.[Na+]. Product: [CH3:24][O:25][C:26](=[O:43])[CH:27]([C:28]1[CH:33]=[CH:32][CH:31]=[C:30]([NH:34][C:35]([O:37][C:38]([CH3:40])([CH3:39])[CH3:41])=[O:36])[CH:29]=1)[O:19][P:16]([CH:12]([NH:11][C:9]([O:8][CH2:1][C:2]1[CH:3]=[CH:4][CH:5]=[CH:6][CH:7]=1)=[O:10])[CH:13]([CH3:15])[CH3:14])([OH:18])=[O:17]. The catalyst class is: 3. (3) Reactant: [Br:1][C:2]1[CH:16]=[C:15](/[CH:17]=[CH:18]/[CH:19]([C:24]2[CH:29]=[C:28]([Cl:30])[C:27]([Cl:31])=[C:26]([Cl:32])[CH:25]=2)[C:20]([F:23])([F:22])[F:21])[CH:14]=[CH:13][C:3]=1[C:4]([NH:6][CH:7]1[CH2:12][CH2:11][NH:10][CH2:9][CH2:8]1)=[O:5]. Product: [Br:1][C:2]1[CH:16]=[C:15](/[CH:17]=[CH:18]/[CH:19]([C:24]2[CH:25]=[C:26]([Cl:32])[C:27]([Cl:31])=[C:28]([Cl:30])[CH:29]=2)[C:20]([F:23])([F:21])[F:22])[CH:14]=[CH:13][C:3]=1[C:4]([NH:6][CH:7]1[CH2:12][CH2:11][N:10]([CH2:19][C:20]([F:23])([F:22])[F:21])[CH2:9][CH2:8]1)=[O:5]. The catalyst class is: 49.